This data is from Reaction yield outcomes from USPTO patents with 853,638 reactions. The task is: Predict the reaction yield, written as a fraction of the theoretical maximum amount of product (1.0 means a 100% yield; for example, 0.34 means a 34% yield). The reactants are [NH2:1][C:2]1[CH:9]=[CH:8][C:5]([CH:6]=[O:7])=[CH:4][CH:3]=1.Cl.N([O-])=O.[Na+].[N-:15]=[N+:16]=[N-].[Na+]. The catalyst is O. The product is [N:1]([C:2]1[CH:9]=[CH:8][C:5]([CH:6]=[O:7])=[CH:4][CH:3]=1)=[N+:15]=[N-:16]. The yield is 0.950.